Dataset: NCI-60 drug combinations with 297,098 pairs across 59 cell lines. Task: Regression. Given two drug SMILES strings and cell line genomic features, predict the synergy score measuring deviation from expected non-interaction effect. Drug 1: CC=C1C(=O)NC(C(=O)OC2CC(=O)NC(C(=O)NC(CSSCCC=C2)C(=O)N1)C(C)C)C(C)C. Drug 2: CCN(CC)CCCC(C)NC1=C2C=C(C=CC2=NC3=C1C=CC(=C3)Cl)OC. Cell line: A498. Synergy scores: CSS=47.8, Synergy_ZIP=-4.19, Synergy_Bliss=0.862, Synergy_Loewe=-16.4, Synergy_HSA=3.53.